Dataset: Forward reaction prediction with 1.9M reactions from USPTO patents (1976-2016). Task: Predict the product of the given reaction. (1) The product is: [CH3:1][O:2][C:3]([C:5]1[C:10]([NH:11][C:12]2[CH:17]=[CH:16][C:15]([I:27])=[CH:14][C:13]=2[F:22])=[N:9][C:8]([CH2:23][NH:24][CH:25]=[O:26])=[CH:7][N:6]=1)=[O:4]. Given the reactants [CH3:1][O:2][C:3]([C:5]1[C:10]([NH:11][C:12]2[CH:17]=[CH:16][C:15]([Si](C)(C)C)=[CH:14][C:13]=2[F:22])=[N:9][C:8]([CH2:23][NH:24][CH:25]=[O:26])=[CH:7][N:6]=1)=[O:4].[I:27]Cl, predict the reaction product. (2) Given the reactants [CH3:1][N:2]1[CH:6]=[C:5]([C:7]2[CH:16]=[N:15][C:14]3[C:9](=[CH:10][C:11](B4OC(C)(C)C(C)(C)O4)=[CH:12][CH:13]=3)[N:8]=2)[CH:4]=[N:3]1.Br[C:27]1[CH:28]=[C:29]([NH:33][S:34]([C:37]2[CH:42]=[CH:41][C:40]([F:43])=[CH:39][C:38]=2[F:44])(=[O:36])=[O:35])[CH:30]=[N:31][CH:32]=1, predict the reaction product. The product is: [F:44][C:38]1[CH:39]=[C:40]([F:43])[CH:41]=[CH:42][C:37]=1[S:34]([NH:33][C:29]1[CH:30]=[N:31][CH:32]=[C:27]([C:11]2[CH:10]=[C:9]3[C:14](=[CH:13][CH:12]=2)[N:15]=[CH:16][C:7]([C:5]2[CH:4]=[N:3][N:2]([CH3:1])[CH:6]=2)=[N:8]3)[CH:28]=1)(=[O:36])=[O:35]. (3) Given the reactants [Cl:1][C:2]1[C:3]([O:11][CH2:12][CH:13]2[CH2:16][CH2:15][CH2:14]2)=[CH:4][C:5]([C:8]([OH:10])=O)=[N:6][CH:7]=1.CN(C(ON1N=NC2C=CC=NC1=2)=[N+](C)C)C.F[P-](F)(F)(F)(F)F.[NH2:41][C@:42]([CH3:48])([CH:45]([CH3:47])[CH3:46])[CH2:43][OH:44].CCN(C(C)C)C(C)C, predict the reaction product. The product is: [OH:44][CH2:43][C@@:42]([NH:41][C:8]([C:5]1[CH:4]=[C:3]([O:11][CH2:12][CH:13]2[CH2:16][CH2:15][CH2:14]2)[C:2]([Cl:1])=[CH:7][N:6]=1)=[O:10])([CH3:48])[CH:45]([CH3:47])[CH3:46]. (4) Given the reactants [CH3:1][CH:2]([NH:11][C:12](=O)[C:13]([O:15][CH2:16][CH3:17])=[O:14])[C:3](=O)[C:4]1[CH:9]=[CH:8][CH:7]=[CH:6][CH:5]=1.P12(SP3(SP(SP(S3)(S1)=S)(=S)S2)=S)=[S:20].C([O-])([O-])=O.[K+].[K+].[OH-].[Na+], predict the reaction product. The product is: [CH3:1][C:2]1[N:11]=[C:12]([C:13]([O:15][CH2:16][CH3:17])=[O:14])[S:20][C:3]=1[C:4]1[CH:9]=[CH:8][CH:7]=[CH:6][CH:5]=1. (5) Given the reactants [O-:1][P:2]([O:5][P:6]([O-:9])([O-:8])=[O:7])(=[O:4])[O-:3].P(N)(N)(N)=O.[C:25]1(P(Cl)([C:25]2[CH:30]=[CH:29][CH:28]=[C:27]([CH3:31])[C:26]=2[CH3:32])=O)[CH:30]=[CH:29][CH:28]=[C:27]([CH3:31])[C:26]=1[CH3:32], predict the reaction product. The product is: [O:4]([C:28]1[CH:29]=[CH:30][CH:25]=[C:26]([CH3:32])[C:27]=1[CH3:31])[P:2]([O:5][P:6]([O:9][C:25]1[CH:30]=[CH:29][CH:28]=[C:27]([CH3:31])[C:26]=1[CH3:32])([O:8][C:25]1[CH:30]=[CH:29][CH:28]=[C:27]([CH3:31])[C:26]=1[CH3:32])=[O:7])(=[O:3])[O:1][C:28]1[CH:29]=[CH:30][CH:25]=[C:26]([CH3:32])[C:27]=1[CH3:31]. (6) Given the reactants [F:1][C:2]1[CH:3]=[C:4]([N:9]2[C:13]([CH3:15])([CH3:14])[C:12](=[O:16])[N:11]([C:17]3[CH:24]=[CH:23][C:20]([C:21]#[N:22])=[C:19]([C:25]([F:28])([F:27])[F:26])[CH:18]=3)[C:10]2=[S:29])[CH:5]=[CH:6][C:7]=1[OH:8].[NH:30]1[CH2:34][CH2:33][CH:32](O)[CH2:31]1.N(C(N1CCCCC1)=O)=NC(N1CCCCC1)=O.C(P(CCCC)CCCC)CCC, predict the reaction product. The product is: [F:1][C:2]1[CH:3]=[C:4]([N:9]2[C:13]([CH3:14])([CH3:15])[C:12](=[O:16])[N:11]([C:17]3[CH:24]=[CH:23][C:20]([C:21]#[N:22])=[C:19]([C:25]([F:26])([F:27])[F:28])[CH:18]=3)[C:10]2=[S:29])[CH:5]=[CH:6][C:7]=1[O:8][CH:32]1[CH2:33][CH2:34][NH:30][CH2:31]1. (7) Given the reactants Br[C:2]1[C:11]([N:12]2[CH2:17][CH2:16][N:15]([C:18]3[CH:23]=[CH:22][CH:21]=[CH:20][N:19]=3)[CH2:14][C@@H:13]2[CH3:24])=[N:10][C:9]2[C:4](=[CH:5][CH:6]=[C:7]([C:25]([O:27][CH3:28])=[O:26])[CH:8]=2)[N:3]=1.[CH3:29][C:30]1[NH:31][C:32]2[C:37]([CH:38]=1)=[CH:36][C:35](B1OC(C)(C)C(C)(C)O1)=[CH:34][CH:33]=2.[O-]P([O-])([O-])=O.[K+].[K+].[K+], predict the reaction product. The product is: [CH3:29][C:30]1[NH:31][C:32]2[C:37]([CH:38]=1)=[CH:36][C:35]([C:2]1[C:11]([N:12]3[CH2:17][CH2:16][N:15]([C:18]4[CH:23]=[CH:22][CH:21]=[CH:20][N:19]=4)[CH2:14][C@@H:13]3[CH3:24])=[N:10][C:9]3[C:4](=[CH:5][CH:6]=[C:7]([C:25]([O:27][CH3:28])=[O:26])[CH:8]=3)[N:3]=1)=[CH:34][CH:33]=2.